Dataset: Forward reaction prediction with 1.9M reactions from USPTO patents (1976-2016). Task: Predict the product of the given reaction. (1) Given the reactants [CH2:1]([O:3][C:4](=[O:12])[C:5]1[CH:10]=[CH:9][C:8]([NH2:11])=[CH:7][CH:6]=1)C.[CH:13](N(C(C)C)CC)(C)C.S(OC)(OC)(=O)=O.O, predict the reaction product. The product is: [CH3:1][O:3][C:4](=[O:12])[C:5]1[CH:10]=[CH:9][C:8]([NH:11][CH3:13])=[CH:7][CH:6]=1. (2) Given the reactants CCCCCCCCCCCCCC[CH2:15][CH2:16][O:17]CCOCCOCCOCCOCCOCCOCCOCCOCCOCCOCCOCCOCCOCCOCCOCCOCCOCCOCCOCCO.[Si:78]([O:88][CH2:89][CH3:90])([O:85][CH2:86][CH3:87])([O:82][CH2:83][CH3:84])[O:79][CH2:80][CH3:81].[ClH:91], predict the reaction product. The product is: [Si:78]([O:82][CH2:83][CH3:84])([O:85][CH2:86][CH3:87])([O:88][CH2:89][CH3:90])[O:79][CH2:80][CH3:81].[CH2:16]([OH:17])[CH3:15].[OH2:17].[ClH:91]. (3) Given the reactants C[OH:2].[Si](C=[N+]=[N-])(C)(C)C.Br[C:11]1N=C(Br)S[CH:15]=1.[CH2:17]([N:19]([CH2:22][CH3:23])[CH2:20][CH3:21])[CH3:18].[CH3:24][CH2:25]OCC, predict the reaction product. The product is: [CH3:24][CH2:25][CH2:15][CH2:11][CH2:18][C:17]([N:19]([CH2:22][CH3:23])[CH2:20][CH3:21])=[O:2]. (4) Given the reactants [CH2:1]([C:5]1[NH:9][C:8]([CH:10]=[O:11])=[CH:7][N:6]=1)[CH2:2][CH2:3][CH3:4].CN(C=O)C.C1C(=O)N([Br:24])C(=O)C1, predict the reaction product. The product is: [Br:24][C:7]1[N:6]=[C:5]([CH2:1][CH2:2][CH2:3][CH3:4])[NH:9][C:8]=1[CH:10]=[O:11].